This data is from Full USPTO retrosynthesis dataset with 1.9M reactions from patents (1976-2016). The task is: Predict the reactants needed to synthesize the given product. Given the product [F:1][C:2]1[CH:7]=[CH:6][C:5]2[NH:8][C:28]([C:27]3[C:22]([CH3:21])=[N:23][C:24]([NH:30][CH2:31][CH2:32][CH2:33][CH:34]4[CH2:35][CH2:36][N:37]([CH3:40])[CH2:38][CH2:39]4)=[N:25][CH:26]=3)=[N:9][C:4]=2[C:3]=1[CH3:10], predict the reactants needed to synthesize it. The reactants are: [F:1][C:2]1[C:3]([CH3:10])=[C:4]([NH2:9])[C:5]([NH2:8])=[CH:6][CH:7]=1.Cl.S(S([O-])=O)([O-])(=O)=O.[Na+].[Na+].[CH3:21][C:22]1[C:27]([CH:28]=O)=[CH:26][N:25]=[C:24]([NH:30][CH2:31][CH2:32][CH2:33][CH:34]2[CH2:39][CH2:38][N:37]([CH3:40])[CH2:36][CH2:35]2)[N:23]=1.C(N(CC)CC)C.